Predict the product of the given reaction. From a dataset of Forward reaction prediction with 1.9M reactions from USPTO patents (1976-2016). (1) Given the reactants [CH2:1]([NH:3][C:4](=[O:38])[NH:5][C:6]1[CH:11]=[CH:10][C:9]([C:12]2[N:13]=[C:14]([N:31]3[CH2:36][CH2:35][O:34][CH2:33][C@@H:32]3[CH3:37])[C:15]3[CH2:21][CH2:20][N:19](C(OC(C)(C)C)=O)[C:18]([CH3:30])([CH3:29])[C:16]=3[N:17]=2)=[CH:8][CH:7]=1)[CH3:2].C(Cl)Cl.FC(F)(F)C(O)=O, predict the reaction product. The product is: [CH3:30][C:18]1([CH3:29])[C:16]2[N:17]=[C:12]([C:9]3[CH:10]=[CH:11][C:6]([NH:5][C:4]([NH:3][CH2:1][CH3:2])=[O:38])=[CH:7][CH:8]=3)[N:13]=[C:14]([N:31]3[CH2:36][CH2:35][O:34][CH2:33][C@@H:32]3[CH3:37])[C:15]=2[CH2:21][CH2:20][NH:19]1. (2) Given the reactants [NH2:1][C@H:2]1[C:5]([CH3:7])([CH3:6])[N:4]([CH:8]([Si:13]([CH3:16])([CH3:15])[CH3:14])[Si:9]([CH3:12])([CH3:11])[CH3:10])[C:3]1=[O:17].C[Si](C([Si](C)(C)C)N1C(=O)[C@H](N2[C@H](C3C=CC=CC=3)COC2=O)C1(C)C)(C)C, predict the reaction product. The product is: [NH2:1][C@@H:2]1[C:5]([CH3:7])([CH3:6])[N:4]([CH:8]([Si:9]([CH3:10])([CH3:12])[CH3:11])[Si:13]([CH3:16])([CH3:15])[CH3:14])[C:3]1=[O:17].